From a dataset of Forward reaction prediction with 1.9M reactions from USPTO patents (1976-2016). Predict the product of the given reaction. (1) Given the reactants [Cl:1][C:2]1[CH:31]=[CH:30][C:5]([CH2:6][N:7]2[C:15]3[C:10](=[CH:11][C:12](/[CH:16]=[C:17]4/[C:18](=[O:29])[N:19]([CH2:23][C@@H:24]5[CH2:28][CH2:27][CH2:26][NH:25]5)[C:20](=[O:22])[S:21]/4)=[CH:13][CH:14]=3)[CH:9]=[N:8]2)=[C:4]([C:32]([F:35])([F:34])[F:33])[CH:3]=1.[CH3:36][O:37][CH2:38][CH2:39]Br, predict the reaction product. The product is: [Cl:1][C:2]1[CH:31]=[CH:30][C:5]([CH2:6][N:7]2[C:15]3[C:10](=[CH:11][C:12](/[CH:16]=[C:17]4/[C:18](=[O:29])[N:19]([CH2:23][C@@H:24]5[CH2:28][CH2:27][CH2:26][N:25]5[CH2:39][CH2:38][O:37][CH3:36])[C:20](=[O:22])[S:21]/4)=[CH:13][CH:14]=3)[CH:9]=[N:8]2)=[C:4]([C:32]([F:35])([F:33])[F:34])[CH:3]=1. (2) The product is: [Cl:22][C:17]1[CH:16]=[C:15]([CH:10]2[CH2:9][C:8]([CH3:25])([CH:23]=[CH2:24])[C:7]3[N:6]=[C:5]([C:3]([OH:4])=[O:2])[CH:14]=[CH:13][C:12]=3[NH:11]2)[CH:20]=[CH:19][C:18]=1[F:21]. Given the reactants C[O:2][C:3]([C:5]1[CH:14]=[CH:13][C:12]2[NH:11][CH:10]([C:15]3[CH:20]=[CH:19][C:18]([F:21])=[C:17]([Cl:22])[CH:16]=3)[CH2:9][C:8]([CH3:25])([CH:23]=[CH2:24])[C:7]=2[N:6]=1)=[O:4].[OH-].[Na+], predict the reaction product.